Dataset: Experimentally validated miRNA-target interactions with 360,000+ pairs, plus equal number of negative samples. Task: Binary Classification. Given a miRNA mature sequence and a target amino acid sequence, predict their likelihood of interaction. (1) The miRNA is mmu-miR-339-3p with sequence UGAGCGCCUCGGCGACAGAGCCG. The protein sequence of the target gene is MMEIANVSSPEVFVLLGFSTRPSLETVLFIVVLSFYMVSILGNGIIILVSHTDVHLHTPMYFFLANLPFLDMSFTTSIVPQLLANLWGPQKTISYGGCVVQFYISHWLGATECVLLATMSYDRYAAICRPLHYTVIMHPQLCLGLALASWLGGLTTSMVGSTLTMLLPLCGNNCIDHFFCEMPLIMQLACVDTSLNEMEMYLASFVFVVLPLGLILVSYGHIARAVLKIRSAEGRRKAFNTCSSHVAVVSLFYGSIIFMYLQPAKSTSHEQGKFIALFYTVVTPALNPLIYTLRNTEVKS.... Result: 0 (no interaction). (2) The miRNA is hsa-miR-323a-3p with sequence CACAUUACACGGUCGACCUCU. The protein sequence of the target gene is MDEEIAALVVDNGSGMCKAGFAGDDAPRAVFPSIVGRPRHQGVMVGMGQKDSYVGDEAQSKRGILTLKYPIEHGIVTNWDDMEKIWHHTFYNELRVAPEEHPVLLTEAPLNPKANREKMTQIMFETFNTPAMYVAIQAVLSLYASGRTTGIVMDSGDGVTHTVPIYEGYALPHAILRLDLAGRDLTDYLMKILTERGYSFTTTAEREIVRDIKEKLCYVALDFEQEMGTAASSSSLEKSYELPDGQVITIGNERFRCPEALFQPSFLGMESCGIHETTFNSIMKCDVDIRKDLYANTVLS.... Result: 0 (no interaction). (3) The miRNA is hsa-miR-17-5p with sequence CAAAGUGCUUACAGUGCAGGUAG. The protein sequence of the target gene is MSDSWVPNSASGQDPGGRRRAWAELLAGRVKREKYNPERAQKLKESAVRLLRSHQDLNALLLEVEGPLCKKLSLSKVIDCDSSEAYANHSSSFIGSALQDQASRLGVPVGILSAGMVASSVGQICTAPAETSHPVLLTVEQRKKLSSLLEFAQYLLAHSMFSRLSFCQELWKIQSSLLLEAVWHLHVQGIVSLQELLESHPDMHAVGSWLFRNLCCLCEQMEASCQHADVARAMLSDFVQMFVLRGFQKNSDLRRTVEPEKMPQVTVDVLQRMLIFALDALAAGVQEESSTHKIVRCWFG.... Result: 1 (interaction). (4) The miRNA is hsa-miR-6833-5p with sequence GUGUGGAAGAUGGGAGGAGAAA. The protein sequence of the target gene is MKYSCCALVLAVLGTELLGSLCSTVRSPRFRGRIQQERKNIRPNIILVLTDDQDVELGSLQVMNKTRKIMEHGGATFINAFVTTPMCCPSRSSMLTGKYVHNHNVYTNNENCSSPSWQAMHEPRTFAVYLNNTGYRTAFFGKYLNEYNGSYIPPGWREWLGLIKNSRFYNYTVCRNGIKEKHGFDYAKDYFTDLITNESINYFKMSKRMYPHRPVMMVISHAAPHGPEDSAPQFSKLYPNASQHITPSYNYAPNMDKHWIMQYTGPMLPIHMEFTNILQRKRLQTLMSVDDSVERLYNML.... Result: 0 (no interaction). (5) The miRNA is hsa-miR-3938 with sequence AAUUCCCUUGUAGAUAACCCGG. The protein sequence of the target gene is MGAAAVRWHLCVLLALGTRGRLAGGSGLPGSVDVDECSEGTDDCHIDAICQNTPKSYKCLCKPGYKGEGKQCEDIDECENDYYNGGCVHECINIPGNYRCTCFDGFMLAHDGHNCLDVDECQDNNGGCQQICVNAMGSYECQCHSGFFLSDNQHTCIHRSNEGMNCMNKDHGCAHICRETPKGGVACDCRPGFDLAQNQKDCTLTCNYGNGGCQHSCEDTDTGPTCGCHQKYALHSDGRTCIETCAVNNGGCDRTCKDTATGVRCSCPVGFTLQPDGKTCKDINECLVNNGGCDHFCRNT.... Result: 0 (no interaction).